The task is: Predict the reactants needed to synthesize the given product.. This data is from Full USPTO retrosynthesis dataset with 1.9M reactions from patents (1976-2016). (1) Given the product [CH2:17]([O:19][C:20]([C:22]1[C:23](=[O:45])[C:24]2[CH:29]=[N:28][C:27]([NH:16][C:13]3[CH:12]=[CH:11][C:10]([CH2:9][CH2:8][S:5](=[O:7])(=[O:6])[NH:4][CH:1]([CH3:3])[CH3:2])=[CH:15][CH:14]=3)=[N:26][C:25]=2[N:34]([C:36]2[CH:37]=[C:38]3[C:42](=[CH:43][CH:44]=2)[CH2:41][CH2:40][CH2:39]3)[CH:35]=1)=[O:21])[CH3:18], predict the reactants needed to synthesize it. The reactants are: [CH:1]([NH:4][S:5]([CH2:8][CH2:9][C:10]1[CH:15]=[CH:14][C:13]([NH2:16])=[CH:12][CH:11]=1)(=[O:7])=[O:6])([CH3:3])[CH3:2].[CH2:17]([O:19][C:20]([C:22]1[C:23](=[O:45])[C:24]2[CH:29]=[N:28][C:27](S(C)(=O)=O)=[N:26][C:25]=2[N:34]([C:36]2[CH:37]=[C:38]3[C:42](=[CH:43][CH:44]=2)[CH2:41][CH2:40][CH2:39]3)[CH:35]=1)=[O:21])[CH3:18]. (2) Given the product [Cl:28][C:29]1[N:30]=[N:31][C:32]([C:2]2[C:3]3[N:4]([N:10]=[C:11]([C:13]([F:16])([F:15])[F:14])[N:12]=3)[C:5]([O:8][CH3:9])=[CH:6][CH:7]=2)=[CH:33][CH:34]=1, predict the reactants needed to synthesize it. The reactants are: Br[C:2]1[C:3]2[N:4]([N:10]=[C:11]([C:13]([F:16])([F:15])[F:14])[N:12]=2)[C:5]([O:8][CH3:9])=[CH:6][CH:7]=1.C(C(CCCC)C([O-])=O)C.[K+].[Cl:28][C:29]1[N:30]=[N:31][C:32](Cl)=[CH:33][CH:34]=1.C(=O)([O-])[O-].[Na+].[Na+]. (3) Given the product [C:1]([O:5][C:6](=[O:28])[NH:7][C@H:8]([CH2:20][C:21]1[CH:26]=[CH:25][CH:24]=[CH:23][C:22]=1[F:27])[CH2:9][C:10]([NH:30][CH:31]1[CH2:40][C:39]2[C:34](=[CH:35][CH:36]=[CH:37][N:38]=2)[N:33]([CH3:41])[C:32]1=[O:42])=[O:12])([CH3:2])([CH3:3])[CH3:4], predict the reactants needed to synthesize it. The reactants are: [C:1]([O:5][C:6](=[O:28])[NH:7][C@H:8]([CH2:20][C:21]1[CH:26]=[CH:25][CH:24]=[CH:23][C:22]=1[F:27])[CH2:9][C:10]([O:12]N1C(=O)CCC1=O)=O)([CH3:4])([CH3:3])[CH3:2].Cl.[NH2:30][CH:31]1[CH2:40][C:39]2[C:34](=[CH:35][CH:36]=[CH:37][N:38]=2)[N:33]([CH3:41])[C:32]1=[O:42].C(N(CC)CC)C.